This data is from Reaction yield outcomes from USPTO patents with 853,638 reactions. The task is: Predict the reaction yield, written as a fraction of the theoretical maximum amount of product (1.0 means a 100% yield; for example, 0.34 means a 34% yield). (1) The reactants are Cl[C:2]1[CH:10]=[C:9]2[C:5]([C:6]([C:13]#[N:14])=[CH:7][N:8]2[CH2:11][CH3:12])=[CH:4][CH:3]=1.ClC1C=C2C(C=CN2)=CC=1.[O-]P([O-])([O-])=O.[K+].[K+].[K+].C1(C2C=CC=CC=2)C=CC=CC=1P(C1CCCCC1)C1CCCCC1.[CH3:58][N:59]1[CH2:64][CH2:63][NH:62][CH2:61][CH2:60]1. The catalyst is C1C=CC(/C=C/C(/C=C/C2C=CC=CC=2)=O)=CC=1.C1C=CC(/C=C/C(/C=C/C2C=CC=CC=2)=O)=CC=1.C1C=CC(/C=C/C(/C=C/C2C=CC=CC=2)=O)=CC=1.[Pd].[Pd].ClCCl.COCCOC. The product is [CH2:11]([N:8]1[C:9]2[C:5](=[CH:4][CH:3]=[C:2]([N:62]3[CH2:63][CH2:64][N:59]([CH3:58])[CH2:60][CH2:61]3)[CH:10]=2)[C:6]([C:13]#[N:14])=[CH:7]1)[CH3:12]. The yield is 0.720. (2) The reactants are Br[C:2]1[CH:3]=[CH:4][C:5]2[C:11]3[S:12][C:13]([C:15]4[N:19]([C:20]5[CH:25]=[CH:24][C:23]([F:26])=[CH:22][C:21]=5[F:27])[N:18]=[CH:17][N:16]=4)=[CH:14][C:10]=3[CH2:9][CH2:8][O:7][C:6]=2[CH:28]=1.ClCCl.[I-].C(OC([N:40]1[CH2:43][CH:42]([Zn+])[CH2:41]1)=O)(C)(C)C.Cl. The catalyst is CN(C)C(=O)C.[Cu]I. The product is [NH:40]1[CH2:43][CH:42]([C:2]2[CH:3]=[CH:4][C:5]3[C:11]4[S:12][C:13]([C:15]5[N:19]([C:20]6[CH:25]=[CH:24][C:23]([F:26])=[CH:22][C:21]=6[F:27])[N:18]=[CH:17][N:16]=5)=[CH:14][C:10]=4[CH2:9][CH2:8][O:7][C:6]=3[CH:28]=2)[CH2:41]1. The yield is 0.0700. (3) The catalyst is Cl. The product is [F:1][C:2]1[C:3]([C:15]([F:16])([F:17])[F:18])=[CH:4][C:5]([N+:12]([O-:14])=[O:13])=[C:6]([NH2:8])[CH:7]=1. The reactants are [F:1][C:2]1[C:3]([C:15]([F:18])([F:17])[F:16])=[CH:4][C:5]([N+:12]([O-:14])=[O:13])=[C:6]([NH:8]C(=O)C)[CH:7]=1.C([O-])(O)=O.[Na+]. The yield is 0.910. (4) The reactants are Cl.[NH2:2][OH:3].[OH-].[Na+].Cl[P:7](=[O:20])([C:14]1[CH:19]=[CH:18][CH:17]=[CH:16][CH:15]=1)[C:8]1[CH:13]=[CH:12][CH:11]=[CH:10][CH:9]=1. The catalyst is O.O1CCOCC1. The product is [NH2:2][O:3][P:7](=[O:20])([C:14]1[CH:19]=[CH:18][CH:17]=[CH:16][CH:15]=1)[C:8]1[CH:13]=[CH:12][CH:11]=[CH:10][CH:9]=1. The yield is 0.360. (5) The reactants are [CH3:1][N:2]1[CH:6]=[C:5]([C:7]2[CH:12]=[CH:11][C:10]([C:13]3[CH:14]=[N:15][CH:16]=[C:17]4[C:22]=3[N:21]=[C:20]([C:23]([N:25]3[CH2:30][CH2:29][N:28]([C:31]([O:33][C:34]([CH3:37])([CH3:36])[CH3:35])=[O:32])[CH2:27][CH2:26]3)=[O:24])[CH:19]=[CH:18]4)=[CH:9][CH:8]=2)[CH:4]=[N:3]1.ClC1C=C(C=CC=1)C(OO)=[O:43]. The catalyst is C(Cl)Cl.[OH-].[Na+]. The product is [C:34]([O:33][C:31]([N:28]1[CH2:27][CH2:26][N:25]([C:23]([C:20]2[CH:19]=[CH:18][C:17]3[C:22](=[C:13]([C:10]4[CH:9]=[CH:8][C:7]([C:5]5[CH:4]=[N:3][N:2]([CH3:1])[CH:6]=5)=[CH:12][CH:11]=4)[CH:14]=[N+:15]([O-:43])[CH:16]=3)[N:21]=2)=[O:24])[CH2:30][CH2:29]1)=[O:32])([CH3:37])([CH3:36])[CH3:35]. The yield is 0.710.